Dataset: Reaction yield outcomes from USPTO patents with 853,638 reactions. Task: Predict the reaction yield, written as a fraction of the theoretical maximum amount of product (1.0 means a 100% yield; for example, 0.34 means a 34% yield). (1) The reactants are [Br:1][C:2]1[CH:7]=[CH:6][C:5]([O:8][CH3:9])=[CH:4][C:3]=1[CH3:10].[N+:11]([O-])([OH:13])=[O:12]. The catalyst is C(O)(=O)C.C(O)(C(F)(F)F)=O.O. The product is [Br:1][C:2]1[CH:7]=[C:6]([N+:11]([O-:13])=[O:12])[C:5]([O:8][CH3:9])=[CH:4][C:3]=1[CH3:10]. The yield is 0.270. (2) The reactants are C(O[C:6]([N:8]([CH2:10][C:11]1[CH:12]=[CH:13][CH:14]=[C:15]2[C:19]=1[NH:18][CH:17]=[C:16]2/[CH:20]=[C:21]1\[O:22][C:23]2[C:30]([CH2:31][N:32]3[CH2:37][CH2:36][N:35](C(OC(C)(C)C)=O)[CH2:34][CH2:33]3)=[C:29]([OH:45])[CH:28]=[CH:27][C:24]=2[C:25]\1=[O:26])C)=O)(C)(C)C.[ClH:46]. The catalyst is C(Cl)Cl.O1CCOCC1. The product is [ClH:46].[ClH:46].[ClH:46].[OH:45][C:29]1[CH:28]=[CH:27][C:24]2[C:25](=[O:26])/[C:21](=[CH:20]/[C:16]3[C:15]4[C:19](=[C:11]([CH2:10][NH:8][CH3:6])[CH:12]=[CH:13][CH:14]=4)[NH:18][CH:17]=3)/[O:22][C:23]=2[C:30]=1[CH2:31][N:32]1[CH2:33][CH2:34][NH:35][CH2:36][CH2:37]1. The yield is 0.720. (3) The reactants are [N:1]([C@H:4]([C:6]1[C:15]([C:16]2[CH:21]=[CH:20][CH:19]=[C:18]([F:22])[CH:17]=2)=[C:14]2[C:9]([CH:10]=[CH:11][N:12]=[N:13]2)=[C:8]([Cl:23])[CH:7]=1)[CH3:5])=[N+]=[N-].[I-].[Na+].Cl[Si](C)(C)C.S([O-])([O-])=O.[Na+].[Na+].[OH-].[Na+]. The catalyst is CO.O. The product is [Cl:23][C:8]1[CH:7]=[C:6]([C@@H:4]([NH2:1])[CH3:5])[C:15]([C:16]2[CH:21]=[CH:20][CH:19]=[C:18]([F:22])[CH:17]=2)=[C:14]2[C:9]=1[CH:10]=[CH:11][N:12]=[N:13]2. The yield is 0.960. (4) The reactants are [CH3:1][C:2](=[CH:4][CH2:5][CH2:6]/[C:7](=[CH:9]/[CH2:10][OH:11])/[CH3:8])[CH3:3]. The catalyst is [Pd].C(O)C. The product is [CH3:8][CH:7]([CH2:6][CH2:5][CH2:4][CH:2]([CH3:3])[CH3:1])[CH2:9][CH2:10][OH:11]. The yield is 0.550. (5) No catalyst specified. The product is [CH3:7][O:8][CH2:9][C:10]1[CH:15]=[CH:14][C:13]([C:16]2[N:4]=[C:3]([S:5][CH3:6])[N:1]=[N:2][CH:18]=2)=[CH:12][CH:11]=1. The reactants are [NH:1]([C:3]([S:5][CH3:6])=[NH:4])[NH2:2].[CH3:7][O:8][CH2:9][C:10]1[CH:15]=[CH:14][C:13]([C:16]([CH:18]=O)=O)=[CH:12][CH:11]=1. The yield is 0.720. (6) The reactants are [CH:1]([C:3]1[CH:12]=[CH:11][C:6]([C:7]([O:9][CH3:10])=[O:8])=[CH:5][CH:4]=1)=O.[CH2:13]([OH:16])[CH2:14][OH:15].O.C1(C)C=CC(S(O)(=O)=O)=CC=1. The catalyst is C1(C)C=CC=CC=1. The product is [O:15]1[CH2:14][CH2:13][O:16][CH:1]1[C:3]1[CH:12]=[CH:11][C:6]([C:7]([O:9][CH3:10])=[O:8])=[CH:5][CH:4]=1. The yield is 0.990.